Dataset: Retrosynthesis with 50K atom-mapped reactions and 10 reaction types from USPTO. Task: Predict the reactants needed to synthesize the given product. (1) Given the product Cc1ccc(C(=O)N(C)C2CCCCC2)cc1, predict the reactants needed to synthesize it. The reactants are: CNC1CCCCC1.Cc1ccc(C(=O)Cl)cc1. (2) Given the product CCOC(=O)C(COC(=O)Cc1ccc(N)c(C)c1)(C(=O)OCC)c1ccccc1, predict the reactants needed to synthesize it. The reactants are: CCOC(=O)C(COC(=O)Cc1ccc([N+](=O)[O-])c(C)c1)(C(=O)OCC)c1ccccc1. (3) Given the product CS(=O)c1ccc(N2C(=O)N(Cc3ccccc3Nc3ccc(F)cc3F)C(C)(C)C2=O)cc1C(F)(F)F, predict the reactants needed to synthesize it. The reactants are: CS(=O)c1ccc(N2C(=O)N(Cc3ccccc3Br)C(C)(C)C2=O)cc1C(F)(F)F.Nc1ccc(F)cc1F.